Dataset: Forward reaction prediction with 1.9M reactions from USPTO patents (1976-2016). Task: Predict the product of the given reaction. (1) Given the reactants [C:1]1([C:7]2[CH:12]=[CH:11][N:10]=[C:9]([N:13]3[CH:20]4[CH:15]([CH2:16][CH2:17][NH:18][CH2:19]4)[CH2:14]3)[N:8]=2)[CH:6]=[CH:5][CH:4]=[CH:3][CH:2]=1.CC1C=C(C)N=C(N2[C@@H]3[C@@H](CCNC3)C2)N=1.[CH3:37][O:38][C:39]1[CH:47]=[CH:46][CH:45]=[C:44]([O:48][CH3:49])[C:40]=1[C:41](O)=[O:42].S1C=CC=C1C1C=CC=CC=1C(O)=O, predict the reaction product. The product is: [CH3:49][O:48][C:44]1[CH:45]=[CH:46][CH:47]=[C:39]([O:38][CH3:37])[C:40]=1[C:41]([N:18]1[CH2:17][CH2:16][CH:15]2[CH:20]([N:13]([C:9]3[N:8]=[C:7]([C:1]4[CH:2]=[CH:3][CH:4]=[CH:5][CH:6]=4)[CH:12]=[CH:11][N:10]=3)[CH2:14]2)[CH2:19]1)=[O:42]. (2) Given the reactants [CH2:1]([S:8]([NH:11][C:12]1[C:13](=[O:23])[N:14]([CH2:19][C:20](O)=[O:21])[C:15]([CH3:18])=[CH:16][CH:17]=1)(=[O:10])=[O:9])[C:2]1[CH:7]=[CH:6][CH:5]=[CH:4][CH:3]=1.Br.Br.[NH2:26][CH2:27][CH:28]1[CH2:37][CH2:36][C:31]2[N:32]=[C:33]([NH2:35])[S:34][C:30]=2[CH2:29]1, predict the reaction product. The product is: [NH2:35][C:33]1[S:34][C:30]2[CH2:29][CH:28]([CH2:27][NH:26][C:20](=[O:21])[CH2:19][N:14]3[C:15]([CH3:18])=[CH:16][CH:17]=[C:12]([NH:11][S:8]([CH2:1][C:2]4[CH:7]=[CH:6][CH:5]=[CH:4][CH:3]=4)(=[O:10])=[O:9])[C:13]3=[O:23])[CH2:37][CH2:36][C:31]=2[N:32]=1.